From a dataset of Peptide-MHC class I binding affinity with 185,985 pairs from IEDB/IMGT. Regression. Given a peptide amino acid sequence and an MHC pseudo amino acid sequence, predict their binding affinity value. This is MHC class I binding data. The peptide sequence is YVADALAAF. The MHC is Mamu-A02 with pseudo-sequence Mamu-A02. The binding affinity (normalized) is 0.747.